This data is from Catalyst prediction with 721,799 reactions and 888 catalyst types from USPTO. The task is: Predict which catalyst facilitates the given reaction. (1) Product: [CH2:1]([O:8][C:9](=[O:32])[NH:10][C:11]1[CH:16]=[CH:15][CH:14]=[C:13]([CH:17]([N:27]([C:41]([O:43][C:44]([CH3:47])([CH3:46])[CH3:45])=[O:40])[CH2:28][CH2:29][O:30][CH3:31])[CH2:18][O:19][Si:20]([C:23]([CH3:26])([CH3:25])[CH3:24])([CH3:22])[CH3:21])[CH:12]=1)[C:2]1[CH:7]=[CH:6][CH:5]=[CH:4][CH:3]=1. The catalyst class is: 2. Reactant: [CH2:1]([O:8][C:9](=[O:32])[NH:10][C:11]1[CH:16]=[CH:15][CH:14]=[C:13]([CH:17]([NH:27][CH2:28][CH2:29][O:30][CH3:31])[CH2:18][O:19][Si:20]([C:23]([CH3:26])([CH3:25])[CH3:24])([CH3:22])[CH3:21])[CH:12]=1)[C:2]1[CH:7]=[CH:6][CH:5]=[CH:4][CH:3]=1.C(N(CC)CC)C.[O:40](C(OC(C)(C)C)=O)[C:41]([O:43][C:44]([CH3:47])([CH3:46])[CH3:45])=O. (2) Reactant: [CH3:1][N:2]1[C:10]2[CH:9]=[C:8]([C:11]3[CH:16]=[CH:15][C:14]([O:17][CH2:18][CH2:19]C4CCNCC4)=[C:13]([C:26]([F:29])([F:28])[F:27])[CH:12]=3)[N:7]=[C:6]([C:30]#[N:31])[C:5]=2[N:4]=[CH:3]1.[CH3:32][N:33](C)[CH2:34]C(O)=O.CCN(C(C)C)C(C)C.CN(C(ON1N=NC2C=CC=NC1=2)=[N+](C)C)C.F[P-](F)(F)(F)(F)F. Product: [CH3:1][N:2]1[C:10]2[CH:9]=[C:8]([C:11]3[CH:16]=[CH:15][C:14]([O:17][CH2:18][CH2:19][CH2:32][NH:33][CH3:34])=[C:13]([C:26]([F:29])([F:28])[F:27])[CH:12]=3)[N:7]=[C:6]([C:30]#[N:31])[C:5]=2[N:4]=[CH:3]1. The catalyst class is: 296. (3) Reactant: [Cl:1][C:2]1[CH:18]=[CH:17][C:5]([CH2:6][NH:7][C:8]2[N:13]=[C:12]([F:14])[C:11]([CH:15]=[O:16])=[CH:10][CH:9]=2)=[CH:4][CH:3]=1.[C:19]([O:23][C:24](O[C:24]([O:23][C:19]([CH3:22])([CH3:21])[CH3:20])=[O:25])=[O:25])([CH3:22])([CH3:21])[CH3:20]. Product: [C:19]([O:23][C:24](=[O:25])[N:7]([CH2:6][C:5]1[CH:17]=[CH:18][C:2]([Cl:1])=[CH:3][CH:4]=1)[C:8]1[CH:9]=[CH:10][C:11]([CH:15]=[O:16])=[C:12]([F:14])[N:13]=1)([CH3:22])([CH3:21])[CH3:20]. The catalyst class is: 112. (4) Reactant: Br[CH2:2][CH2:3][O:4][C:5]1[CH:10]=[C:9]([S:11]([CH3:14])(=[O:13])=[O:12])[CH:8]=[C:7]([F:15])[CH:6]=1.[NH:16]1[CH2:19][CH2:18][CH2:17]1.C(=O)([O-])[O-].[K+].[K+].C(Cl)Cl. Product: [F:15][C:7]1[CH:6]=[C:5]([CH:10]=[C:9]([S:11]([CH3:14])(=[O:13])=[O:12])[CH:8]=1)[O:4][CH2:3][CH2:2][N:16]1[CH2:19][CH2:18][CH2:17]1. The catalyst class is: 10. (5) Reactant: [Cl:1][CH2:2][CH2:3][NH:4][CH2:5][CH2:6][Cl:7].[S:8](Cl)(Cl)(=[O:10])=[O:9]. Product: [Cl:1][CH2:2][CH2:3][N:4]([CH2:5][CH2:6][Cl:7])[SH:8](=[O:10])=[O:9]. The catalyst class is: 17.